Task: Predict the reactants needed to synthesize the given product.. Dataset: Full USPTO retrosynthesis dataset with 1.9M reactions from patents (1976-2016) Given the product [CH2:1]([C:4]1([O:9][Si:27]([C:30]([CH3:33])([CH3:32])[CH3:31])([CH3:29])[CH3:28])[CH2:7][CH:6]([CH3:8])[CH2:5]1)[CH:2]=[CH2:3], predict the reactants needed to synthesize it. The reactants are: [CH2:1]([C:4]1([OH:9])[CH2:7][CH:6]([CH3:8])[CH2:5]1)[CH:2]=[CH2:3].CCN(C(C)C)C(C)C.O([Si:27]([C:30]([CH3:33])([CH3:32])[CH3:31])([CH3:29])[CH3:28])S(C(F)(F)F)(=O)=O.O.